This data is from Reaction yield outcomes from USPTO patents with 853,638 reactions. The task is: Predict the reaction yield, written as a fraction of the theoretical maximum amount of product (1.0 means a 100% yield; for example, 0.34 means a 34% yield). (1) The reactants are CS(C)=O.[CH3:5][C:6]1[CH:7]=[C:8]([OH:19])[C:9]([C:13]2[CH:18]=[CH:17][CH:16]=[CH:15][N:14]=2)=[N:10][C:11]=1[CH3:12].Cl[C:21]1[C:30]2[C:25](=[CH:26][C:27]([O:33][CH3:34])=[C:28]([O:31][CH3:32])[CH:29]=2)[N:24]=[CH:23][CH:22]=1.C(=O)([O-])[O-].[Cs+].[Cs+]. The catalyst is O. The product is [CH3:32][O:31][C:28]1[CH:29]=[C:30]2[C:25](=[CH:26][C:27]=1[O:33][CH3:34])[N:24]=[CH:23][CH:22]=[C:21]2[O:19][C:8]1[C:9]([C:13]2[CH:18]=[CH:17][CH:16]=[CH:15][N:14]=2)=[N:10][C:11]([CH3:12])=[C:6]([CH3:5])[CH:7]=1. The yield is 0.200. (2) The reactants are [C:1]([O:5][C:6]([N:8]1[CH2:13][CH2:12][CH:11]([C:14]([OH:16])=O)[CH2:10][CH2:9]1)=[O:7])([CH3:4])([CH3:3])[CH3:2].Cl.[CH3:18][NH:19][O:20][CH3:21].CN(C(ON1N=NC2C=CC=NC1=2)=[N+](C)C)C.F[P-](F)(F)(F)(F)F.C(N(C(C)C)C(C)C)C. The catalyst is ClCCl. The product is [CH3:21][O:20][N:19]([CH3:18])[C:14]([CH:11]1[CH2:10][CH2:9][N:8]([C:6]([O:5][C:1]([CH3:2])([CH3:3])[CH3:4])=[O:7])[CH2:13][CH2:12]1)=[O:16]. The yield is 0.976. (3) The reactants are [CH3:1][N:2](C=O)C.C1(S([N:15]2[C:19]3[CH:20]=[N:21][C:22]([C:33]#[N:34])=[C:23]([O:24][CH:25]4[CH2:30][CH2:29][N:28]([CH2:31][CH3:32])[CH2:27][CH2:26]4)[C:18]=3[C:17]3[CH:35]=[C:36](Br)[CH:37]=[N:38][C:16]2=3)(=O)=O)C=CC=CC=1.C(N(CC)CC)C. The catalyst is C(=O)(O)[O-].[Na+].[C-]#N.[Zn+2].[C-]#N.[Pd].C1(P(C2C=CC=CC=2)C2C=CC=CC=2)C=CC=CC=1.C1(P(C2C=CC=CC=2)C2C=CC=CC=2)C=CC=CC=1.C1(P(C2C=CC=CC=2)C2C=CC=CC=2)C=CC=CC=1.C1(P(C2C=CC=CC=2)C2C=CC=CC=2)C=CC=CC=1. The product is [CH2:31]([N:28]1[CH2:27][CH2:26][CH:25]([O:24][C:23]2[C:18]3[C:17]4[CH:35]=[C:36]([C:1]#[N:2])[CH:37]=[N:38][C:16]=4[NH:15][C:19]=3[CH:20]=[N:21][C:22]=2[C:33]#[N:34])[CH2:30][CH2:29]1)[CH3:32]. The yield is 0.0500. (4) The reactants are [O:1]1[CH:5]=[CH:4][CH:3]=[C:2]1[C:6]1[N:7]=[C:8]([NH:17][C:18]([C:20]2[CH:25]=[CH:24][N:23]=[CH:22][CH:21]=2)=[O:19])[S:9][C:10]=1[C:11](=[O:16])N(OC)C.[CH:26]1([Mg]Br)[CH2:28][CH2:27]1.[Cl-].[NH4+]. The catalyst is C1COCC1. The product is [CH:26]1([C:11]([C:10]2[S:9][C:8]([NH:17][C:18]([C:20]3[CH:21]=[CH:22][N:23]=[CH:24][CH:25]=3)=[O:19])=[N:7][C:6]=2[C:2]2[O:1][CH:5]=[CH:4][CH:3]=2)=[O:16])[CH2:28][CH2:27]1. The yield is 0.780. (5) The reactants are Br[C:2]1[CH:3]=[C:4]([C:9]2[C:10]([C:22]3[CH:27]=[CH:26][CH:25]=[C:24]([CH3:28])[N:23]=3)=[N:11][N:12]([CH2:14][O:15][CH2:16][CH2:17][Si:18]([CH3:21])([CH3:20])[CH3:19])[CH:13]=2)[CH:5]=[CH:6][C:7]=1[F:8].[B:29]1([B:29]2[O:33][C:32]([CH3:35])([CH3:34])[C:31]([CH3:37])([CH3:36])[O:30]2)[O:33][C:32]([CH3:35])([CH3:34])[C:31]([CH3:37])([CH3:36])[O:30]1.C([O-])(=O)C.[K+]. The catalyst is CN(C)C=O. The product is [F:8][C:7]1[CH:6]=[CH:5][C:4]([C:9]2[C:10]([C:22]3[CH:27]=[CH:26][CH:25]=[C:24]([CH3:28])[N:23]=3)=[N:11][N:12]([CH2:14][O:15][CH2:16][CH2:17][Si:18]([CH3:21])([CH3:20])[CH3:19])[CH:13]=2)=[CH:3][C:2]=1[B:29]1[O:33][C:32]([CH3:35])([CH3:34])[C:31]([CH3:37])([CH3:36])[O:30]1. The yield is 0.690. (6) The reactants are [CH2:1]([S:8][C:9]([CH3:35])([CH:33]=O)[CH2:10][NH:11][C:12]([C:14]1[NH:15][C:16]2[C:21]([CH:22]=1)=[CH:20][CH:19]=[CH:18][C:17]=2[N:23]([CH3:32])[S:24]([C:27]1[S:28][CH:29]=[CH:30][CH:31]=1)(=[O:26])=[O:25])=[O:13])[C:2]1[CH:7]=[CH:6][CH:5]=[CH:4][CH:3]=1.Cl.[NH2:37][OH:38].C(=O)([O-])[O-].[K+].[K+].CO. The catalyst is O. The product is [CH2:1]([S:8][C:9]([CH3:35])([CH:33]=[N:37][OH:38])[CH2:10][NH:11][C:12]([C:14]1[NH:15][C:16]2[C:21]([CH:22]=1)=[CH:20][CH:19]=[CH:18][C:17]=2[N:23]([CH3:32])[S:24]([C:27]1[S:28][CH:29]=[CH:30][CH:31]=1)(=[O:26])=[O:25])=[O:13])[C:2]1[CH:7]=[CH:6][CH:5]=[CH:4][CH:3]=1. The yield is 0.550.